From a dataset of Forward reaction prediction with 1.9M reactions from USPTO patents (1976-2016). Predict the product of the given reaction. (1) Given the reactants Cl.C[N:3](C)[CH2:4][CH2:5][C:6]([C:8]1[CH:13]=[CH:12][CH:11]=[CH:10][CH:9]=1)=O.O.[NH2:16]N.[OH-].[Na+], predict the reaction product. The product is: [C:8]1([C:6]2[CH2:5][CH2:4][NH:3][N:16]=2)[CH:13]=[CH:12][CH:11]=[CH:10][CH:9]=1. (2) Given the reactants CN(C=O)C.C(Cl)(=O)C(Cl)=O.[CH:12]1([S:15]([C:18]2[CH:23]=[CH:22][C:21]([C@@H:24]([CH2:28][CH:29]3[CH2:34][CH2:33][O:32][CH2:31][CH2:30]3)[C:25]([OH:27])=O)=[CH:20][CH:19]=2)(=[O:17])=[O:16])[CH2:14][CH2:13]1.N1C(C)=CC(C)=CC=1C.Cl.[F:45][C:46]1[S:50][C:49]([NH2:51])=[N:48][CH:47]=1.Cl, predict the reaction product. The product is: [CH:12]1([S:15]([C:18]2[CH:23]=[CH:22][C:21]([C@@H:24]([CH2:28][CH:29]3[CH2:30][CH2:31][O:32][CH2:33][CH2:34]3)[C:25]([NH:51][C:49]3[S:50][C:46]([F:45])=[CH:47][N:48]=3)=[O:27])=[CH:20][CH:19]=2)(=[O:16])=[O:17])[CH2:13][CH2:14]1. (3) Given the reactants [Br:1][C:2]1[CH:3]=[C:4]([OH:8])[CH:5]=[CH:6][CH:7]=1.Cl[CH2:10][CH2:11][O:12][CH3:13].C([O-])([O-])=O.[K+].[K+], predict the reaction product. The product is: [Br:1][C:2]1[CH:7]=[CH:6][CH:5]=[C:4]([O:8][CH2:10][CH2:11][O:12][CH3:13])[CH:3]=1. (4) Given the reactants [CH3:1][O:2][C:3](=[O:17])[CH2:4][CH2:5][NH:6][C:7](=[O:16])[C:8]1[CH:13]=[CH:12][C:11]([CH:14]=O)=[CH:10][CH:9]=1.C(OCC)(OCC)OCC.C([BH3-])#N.[Na+].[C:32]([C:36]1[CH:42]=[CH:41][C:39]([NH2:40])=[CH:38][CH:37]=1)([CH3:35])([CH3:34])[CH3:33].[Cl-].[Na+], predict the reaction product. The product is: [CH3:1][O:2][C:3](=[O:17])[CH2:4][CH2:5][NH:6][C:7](=[O:16])[C:8]1[CH:13]=[CH:12][C:11]([CH2:14][NH:40][C:39]2[CH:41]=[CH:42][C:36]([C:32]([CH3:35])([CH3:34])[CH3:33])=[CH:37][CH:38]=2)=[CH:10][CH:9]=1.